This data is from Catalyst prediction with 721,799 reactions and 888 catalyst types from USPTO. The task is: Predict which catalyst facilitates the given reaction. (1) Reactant: [CH3:1][C:2]([CH3:28])([CH3:27])[CH2:3][CH:4]1[CH2:7][CH:6]([C:8]2[CH:12]=[C:11]([C@@H:13]([CH2:22][CH2:23][C:24]([O-:26])=[O:25])[CH2:14][C:15]([O:17][C:18]([CH3:21])([CH3:20])[CH3:19])=[O:16])[O:10][N:9]=2)[CH2:5]1.CI.[C:31](=O)([O-])[O-].[K+].[K+].CCCCCC. Product: [CH3:1][C:2]([CH3:28])([CH3:27])[CH2:3][CH:4]1[CH2:5][CH:6]([C:8]2[CH:12]=[C:11]([C@@H:13]([CH2:22][CH2:23][C:24]([O:26][CH3:31])=[O:25])[CH2:14][C:15]([O:17][C:18]([CH3:19])([CH3:20])[CH3:21])=[O:16])[O:10][N:9]=2)[CH2:7]1. The catalyst class is: 39. (2) Reactant: [C:1]([O:10][CH:11]([CH3:13])[CH3:12])(=[O:9])[CH2:2][C:3]([O:5][CH:6]([CH3:8])[CH3:7])=[O:4].[CH3:14][C:15](C)([O-:17])C.[K+]. Product: [CH:11]([O:10][C:1]1[O:9][CH2:14][C:15](=[O:17])[C:2]=1[C:3]([O:5][CH:6]([CH3:7])[CH3:8])=[O:4])([CH3:13])[CH3:12]. The catalyst class is: 11.